From a dataset of hERG potassium channel inhibition data for cardiac toxicity prediction from Karim et al.. Regression/Classification. Given a drug SMILES string, predict its toxicity properties. Task type varies by dataset: regression for continuous values (e.g., LD50, hERG inhibition percentage) or binary classification for toxic/non-toxic outcomes (e.g., AMES mutagenicity, cardiotoxicity, hepatotoxicity). Dataset: herg_karim. (1) The molecule is O=C(NC1CCN(Cc2ccn(-c3ccc(C(F)(F)F)cc3)c2)CC1)N1CCCCC1CCO. The result is 1 (blocker). (2) The compound is CC(C)=CCn1c(N2CCCC(N)C2)c(C#N)c2c1c(=O)n(Cc1nc(C)c3ccccc3n1)c(=O)n2C. The result is 1 (blocker). (3) The molecule is COc1cc(-c2cn([C@@H]3CCc4c(F)cccc4N(CC(F)(F)F)C3=O)nn2)ccc1-n1cnc(C)c1. The result is 1 (blocker). (4) The result is 1 (blocker). The drug is CN1C2CCCC1CC(NC(=O)c1nn(C)c3ccccc13)C2.